From a dataset of Full USPTO retrosynthesis dataset with 1.9M reactions from patents (1976-2016). Predict the reactants needed to synthesize the given product. (1) Given the product [Cl:4][C:5]1[CH:10]=[C:9]([C:11]2[CH:12]=[CH:13][C:14]([Cl:17])=[CH:15][CH:16]=2)[CH:8]=[CH:7][C:6]=1[CH2:18][C:19]1([C:21]2([Cl:24])[CH2:22][CH2:23]2)[CH2:2][O:20]1, predict the reactants needed to synthesize it. The reactants are: Cl[CH2:2]Br.[Cl:4][C:5]1[CH:10]=[C:9]([C:11]2[CH:16]=[CH:15][C:14]([Cl:17])=[CH:13][CH:12]=2)[CH:8]=[CH:7][C:6]=1[CH2:18][C:19]([C:21]1([Cl:24])[CH2:23][CH2:22]1)=[O:20].[Li]CCCC. (2) Given the product [C:10]([C:3]1[C:4]2[C:9](=[CH:8][CH:7]=[CH:6][CH:5]=2)[N:1]([CH2:16][CH2:17][CH2:18][CH2:19][CH3:20])[CH:2]=1)([OH:12])=[O:11], predict the reactants needed to synthesize it. The reactants are: [NH:1]1[C:9]2[C:4](=[CH:5][CH:6]=[CH:7][CH:8]=2)[C:3]([C:10]([OH:12])=[O:11])=[CH:2]1.[H-].[Na+].Br[CH2:16][CH2:17][CH2:18][CH2:19][CH3:20]. (3) The reactants are: [F:1][C:2]1[C:7]([OH:8])=[CH:6][CH:5]=[C:4]([CH3:9])[N:3]=1.C(=O)([O-])[O-].[K+].[K+].[CH2:16](I)[CH3:17].O. Given the product [CH2:16]([O:8][C:7]1[C:2]([F:1])=[N:3][C:4]([CH3:9])=[CH:5][CH:6]=1)[CH3:17], predict the reactants needed to synthesize it. (4) Given the product [NH2:13][C:11]1[C:10]([CH2:16][N:17]([CH2:18][C:19]([O:21][CH2:22][CH3:23])=[O:20])[C:29](=[O:30])[C:28]2[CH:32]=[CH:33][C:25]([Cl:24])=[CH:26][CH:27]=2)=[N:9][N:8]([CH2:1][C:2]2[CH:7]=[CH:6][CH:5]=[CH:4][CH:3]=2)[CH:12]=1, predict the reactants needed to synthesize it. The reactants are: [CH2:1]([N:8]1[CH:12]=[C:11]([N+:13]([O-])=O)[C:10]([CH2:16][NH:17][CH2:18][C:19]([O:21][CH2:22][CH3:23])=[O:20])=[N:9]1)[C:2]1[CH:7]=[CH:6][CH:5]=[CH:4][CH:3]=1.[Cl:24][C:25]1[CH:33]=[CH:32][C:28]([C:29](Cl)=[O:30])=[CH:27][CH:26]=1.C(N(CC)CC)C.[Sn](Cl)(Cl)(Cl)Cl.